This data is from Full USPTO retrosynthesis dataset with 1.9M reactions from patents (1976-2016). The task is: Predict the reactants needed to synthesize the given product. (1) Given the product [OH:22][C:23]1[C:24](=[O:25])[N:21]([CH2:20][CH2:19][C:15]2[CH:14]=[N:13][CH:18]=[CH:17][CH:16]=2)[CH:1]([C:3]2[CH:12]=[CH:11][C:6]([C:7]([O:9][CH3:10])=[O:8])=[CH:5][CH:4]=2)[C:29]=1[C:30](=[O:37])[C:31]1[CH:32]=[CH:33][N:34]=[CH:35][CH:36]=1, predict the reactants needed to synthesize it. The reactants are: [CH:1]([C:3]1[CH:12]=[CH:11][C:6]([C:7]([O:9][CH3:10])=[O:8])=[CH:5][CH:4]=1)=O.[N:13]1[CH:18]=[CH:17][CH:16]=[C:15]([CH2:19][CH2:20][NH2:21])[CH:14]=1.[OH:22]/[C:23](=[CH:29]\[C:30](=[O:37])[C:31]1[CH:36]=[CH:35][N:34]=[CH:33][CH:32]=1)/[C:24](OCC)=[O:25]. (2) Given the product [CH2:1]([O:3][C:4]([C:6]1[CH:7]=[N:8][N:9]([CH2:11][C:12]2[CH:13]=[CH:14][C:15]([C:18](=[O:20])[NH:23][CH:24]([CH3:26])[CH3:25])=[CH:16][CH:17]=2)[CH:10]=1)=[O:5])[CH3:2], predict the reactants needed to synthesize it. The reactants are: [CH2:1]([O:3][C:4]([C:6]1[CH:7]=[N:8][N:9]([CH2:11][C:12]2[CH:17]=[CH:16][C:15]([C:18]([OH:20])=O)=[CH:14][CH:13]=2)[CH:10]=1)=[O:5])[CH3:2].CC[N:23](C(C)C)[CH:24]([CH3:26])[CH3:25].CN(C(ON1N=NC2C=CC=CC1=2)=[N+](C)C)C.F[P-](F)(F)(F)(F)F.C(N)(C)C. (3) The reactants are: Cl[C:2]1[C:3]2[CH2:16][CH2:15][CH2:14][C:4]=2[N:5]=[C:6]([C:8]2[S:9][C:10]([Cl:13])=[CH:11][CH:12]=2)[N:7]=1.[CH3:17][O:18][C:19](=[O:28])[CH2:20][C:21]1[CH:26]=[CH:25][C:24]([OH:27])=[CH:23][CH:22]=1.C(=O)([O-])[O-].[K+].[K+].O. Given the product [CH3:17][O:18][C:19](=[O:28])[CH2:20][C:21]1[CH:26]=[CH:25][C:24]([O:27][C:2]2[C:3]3[CH2:16][CH2:15][CH2:14][C:4]=3[N:5]=[C:6]([C:8]3[S:9][C:10]([Cl:13])=[CH:11][CH:12]=3)[N:7]=2)=[CH:23][CH:22]=1, predict the reactants needed to synthesize it. (4) Given the product [C:1]([C:5]1[N:10]=[C:9]([O:11][CH3:12])[N:8]=[C:7]([O:13][CH:14]2[CH2:31][CH:30]3[CH:16]([C:17](=[O:37])[N:18]([CH3:36])[CH2:19][CH2:20][CH2:21][CH2:22][CH:23]=[CH:24][CH:25]4[C:27]([C:33]([NH:55][S:52]([CH:49]5[CH2:51][CH2:50]5)(=[O:54])=[O:53])=[O:35])([NH:28][C:29]3=[O:32])[CH2:26]4)[CH2:15]2)[CH:6]=1)([CH3:2])([CH3:3])[CH3:4], predict the reactants needed to synthesize it. The reactants are: [C:1]([C:5]1[N:10]=[C:9]([O:11][CH3:12])[N:8]=[C:7]([O:13][CH:14]2[CH2:31][CH:30]3[CH:16]([C:17](=[O:37])[N:18]([CH3:36])[CH2:19][CH2:20][CH2:21][CH2:22][CH:23]=[CH:24][CH:25]4[C:27]([C:33]([OH:35])=O)([NH:28][C:29]3=[O:32])[CH2:26]4)[CH2:15]2)[CH:6]=1)([CH3:4])([CH3:3])[CH3:2].CCN=C=NCCCN(C)C.[CH:49]1([S:52]([NH2:55])(=[O:54])=[O:53])[CH2:51][CH2:50]1.C1CCN2C(=NCCC2)CC1.C(O)(=O)CC(CC(O)=O)(C(O)=O)O. (5) Given the product [C:13]([C:10]([C:6]1[CH:5]=[C:4]([CH:9]=[CH:8][CH:7]=1)[C:3]([OH:15])=[O:2])([CH3:12])[CH3:11])#[N:14], predict the reactants needed to synthesize it. The reactants are: C[O:2][C:3](=[O:15])[C:4]1[CH:9]=[CH:8][CH:7]=[C:6]([C:10]([C:13]#[N:14])([CH3:12])[CH3:11])[CH:5]=1.[OH-].[Li+].